Dataset: Catalyst prediction with 721,799 reactions and 888 catalyst types from USPTO. Task: Predict which catalyst facilitates the given reaction. (1) Reactant: [Cl:1][C:2]1[CH:3]=[C:4]([CH:19]=[CH:20][C:21]=1[Cl:22])[CH2:5][C:6]1[C:7]2[CH:15]=[C:14]([C:16](O)=[O:17])[CH:13]=[CH:12][C:8]=2[S:9][C:10]=1[CH3:11].C(C1NC=CN=1)(C1NC=CN=1)=O.[CH2:35]([S:40]([NH2:43])(=[O:42])=[O:41])[CH2:36][CH2:37][CH2:38][CH3:39].N12CCCN=C1CCCCC2.Cl. Product: [Cl:1][C:2]1[CH:3]=[C:4]([CH:19]=[CH:20][C:21]=1[Cl:22])[CH2:5][C:6]1[C:7]2[CH:15]=[C:14]([C:16](=[O:17])[NH:43][S:40]([CH2:35][CH2:36][CH2:37][CH2:38][CH3:39])(=[O:42])=[O:41])[CH:13]=[CH:12][C:8]=2[S:9][C:10]=1[CH3:11]. The catalyst class is: 9. (2) Reactant: [NH2:1][C:2]1[C:11]2[N:12]=[C:13]([CH2:24][CH2:25][O:26][CH3:27])[N:14]([CH2:15][CH2:16][CH2:17][N:18]3[CH2:22][CH2:21][CH2:20][C:19]3=[O:23])[C:10]=2[C:9]2[CH:8]=[C:7]([CH2:28][CH2:29][N:30]3C(=O)C4C(=CC=CC=4)C3=O)[CH:6]=[CH:5][C:4]=2[N:3]=1.O1CCCC1.O.NN. Product: [NH2:1][C:2]1[C:11]2[N:12]=[C:13]([CH2:24][CH2:25][O:26][CH3:27])[N:14]([CH2:15][CH2:16][CH2:17][N:18]3[CH2:22][CH2:21][CH2:20][C:19]3=[O:23])[C:10]=2[C:9]2[CH:8]=[C:7]([CH2:28][CH2:29][NH2:30])[CH:6]=[CH:5][C:4]=2[N:3]=1. The catalyst class is: 8. (3) Reactant: N1C=CC=CC=1.[F:7][C:8]1[CH:13]=[CH:12][C:11]([SH:14])=[CH:10][CH:9]=1.Cl[CH:16]([C:22](=[O:24])[CH3:23])[C:17]([O:19][CH2:20][CH3:21])=[O:18].C(OCC)(=O)C. Product: [F:7][C:8]1[CH:13]=[CH:12][C:11]([S:14][CH:16]([C:22](=[O:24])[CH3:23])[C:17]([O:19][CH2:20][CH3:21])=[O:18])=[CH:10][CH:9]=1. The catalyst class is: 6. (4) Reactant: [OH:1][C:2]1[CH:7]=[CH:6][C:5]([CH2:8][C:9]([O:11][CH3:12])=[O:10])=[CH:4][CH:3]=1.C(=O)([O-])[O-].[K+].[K+].Br[CH2:20][CH:21]([CH3:23])[CH3:22]. Product: [CH2:20]([O:1][C:2]1[CH:3]=[CH:4][C:5]([CH2:8][C:9]([O:11][CH3:12])=[O:10])=[CH:6][CH:7]=1)[CH:21]([CH3:23])[CH3:22]. The catalyst class is: 9. (5) Reactant: [Br:1][C:2]1[CH:3]=[C:4]2[C:9](=[CH:10][CH:11]=1)[C:8](Cl)=[N:7][N:6]=[CH:5]2.[CH3:13][N:14](C=O)[CH3:15]. Product: [Br:1][C:2]1[CH:3]=[C:4]2[C:9](=[CH:10][CH:11]=1)[C:8]([N:14]([CH3:15])[CH3:13])=[N:7][N:6]=[CH:5]2. The catalyst class is: 13. (6) Reactant: [C:1]([O:5][C:6]([N:8]1[CH2:14][CH2:13][CH2:12][N:11]([C:15]2[NH:19][C:18]3[CH:20]=[CH:21][CH:22]=[CH:23][C:17]=3[N:16]=2)[CH2:10][CH2:9]1)=[O:7])([CH3:4])([CH3:3])[CH3:2].[H-].[Na+].[CH2:26](Br)[CH:27]=[CH2:28]. Product: [C:1]([O:5][C:6]([N:8]1[CH2:14][CH2:13][CH2:12][N:11]([C:15]2[N:16]([CH2:28][CH:27]=[CH2:26])[C:17]3[CH:23]=[CH:22][CH:21]=[CH:20][C:18]=3[N:19]=2)[CH2:10][CH2:9]1)=[O:7])([CH3:4])([CH3:2])[CH3:3]. The catalyst class is: 4.